From a dataset of Reaction yield outcomes from USPTO patents with 853,638 reactions. Predict the reaction yield, written as a fraction of the theoretical maximum amount of product (1.0 means a 100% yield; for example, 0.34 means a 34% yield). (1) The reactants are N[C:2]1[S:3][C:4]([C:9]([O:11][CH2:12][CH3:13])=[O:10])=[C:5]([CH2:7][CH3:8])[N:6]=1.B(F)(F)F.CCOCC.N(OCCCC)=O.[Na].[OH-].[Na+]. The catalyst is C1COCC1.O. The product is [CH2:7]([C:5]1[N:6]=[CH:2][S:3][C:4]=1[C:9]([O:11][CH2:12][CH3:13])=[O:10])[CH3:8]. The yield is 0.850. (2) The yield is 0.220. The reactants are [CH3:1][O:2][C:3]1[CH:8]=[CH:7][CH:6]=[CH:5][C:4]=1[NH:9][CH2:10][CH2:11][NH2:12].Cl[C:14]1[C:23]2[C:18](=[CH:19][C:20]([O:26][CH3:27])=[C:21]([O:24][CH3:25])[CH:22]=2)[N:17]=[C:16]([CH:28]2[CH2:30][CH2:29]2)[N:15]=1.C([O-])([O-])=O.[K+].[K+]. The catalyst is CN(C=O)C.O. The product is [CH:28]1([C:16]2[N:15]=[CH:14][C:23]3[C:18](=[CH:19][C:20]([O:26][CH3:27])=[C:21]([O:24][CH3:25])[C:22]=3[NH:12][CH2:11][CH2:10][NH:9][C:4]3[CH:5]=[CH:6][CH:7]=[CH:8][C:3]=3[O:2][CH3:1])[N:17]=2)[CH2:30][CH2:29]1. (3) The reactants are [F:1][C:2]1[CH:7]=[C:6]([NH2:8])[CH:5]=[CH:4][C:3]=1[NH:9][CH2:10][CH2:11][N:12]1[CH2:17][CH2:16][O:15][CH2:14][CH2:13]1.C[Al](C)C.[NH:22](/[C:26](/[CH3:32])=[CH:27]\[C:28](OC)=[O:29])[C:23]([CH3:25])=O. The catalyst is C(Cl)Cl. The product is [F:1][C:2]1[CH:7]=[C:6]([N:8]2[C:28](=[O:29])[CH:27]=[C:26]([CH3:32])[N:22]=[C:23]2[CH3:25])[CH:5]=[CH:4][C:3]=1[NH:9][CH2:10][CH2:11][N:12]1[CH2:17][CH2:16][O:15][CH2:14][CH2:13]1. The yield is 0.240.